From a dataset of Full USPTO retrosynthesis dataset with 1.9M reactions from patents (1976-2016). Predict the reactants needed to synthesize the given product. (1) Given the product [CH2:28]([CH:16]1[N:15]([C:13]([C:10]2[CH:11]=[CH:12][N:8]([C:3]3[CH:4]=[CH:5][CH:6]=[CH:7][C:2]=3[NH:1][C:51](=[O:56])[CH2:52][CH2:53][CH2:54][CH3:55])[C:9]=2[C:35]2[CH:40]=[CH:39][CH:38]=[CH:37][CH:36]=2)=[O:14])[CH2:20][CH2:19][N:18]([C:21]([O:23][C:24]([CH3:26])([CH3:27])[CH3:25])=[O:22])[CH2:17]1)[C:29]1[CH:30]=[CH:31][CH:32]=[CH:33][CH:34]=1, predict the reactants needed to synthesize it. The reactants are: [NH2:1][C:2]1[CH:7]=[CH:6][CH:5]=[CH:4][C:3]=1[N:8]1[CH:12]=[CH:11][C:10]([C:13]([N:15]2[CH2:20][CH2:19][N:18]([C:21]([O:23][C:24]([CH3:27])([CH3:26])[CH3:25])=[O:22])[CH2:17][CH:16]2[CH2:28][C:29]2[CH:34]=[CH:33][CH:32]=[CH:31][CH:30]=2)=[O:14])=[C:9]1[C:35]1[CH:40]=[CH:39][CH:38]=[CH:37][CH:36]=1.C(N(CC)CC)C.ClCCl.[C:51](Cl)(=[O:56])[CH2:52][CH2:53][CH2:54][CH3:55]. (2) Given the product [NH2:1][C:2]1[N:11]2[N:12]=[C:13]([CH2:15][CH:16]3[CH2:20][CH2:19][N:18]([C:21]([O:23][C:24]([CH3:26])([CH3:27])[CH3:25])=[O:22])[CH2:17]3)[N:14]=[C:10]2[C:9]2[C:4](=[C:5]3[O:30][C:29]([F:31])([F:32])[O:28][C:6]3=[CH:7][CH:8]=2)[N:3]=1, predict the reactants needed to synthesize it. The reactants are: [NH2:1][C:2]1[N:11]2[N:12]=[C:13]([CH2:15][C:16]3[CH2:17][N:18]([C:21]([O:23][C:24]([CH3:27])([CH3:26])[CH3:25])=[O:22])[CH2:19][CH:20]=3)[N:14]=[C:10]2[C:9]2[C:4](=[C:5]3[O:30][C:29]([F:32])([F:31])[O:28][C:6]3=[CH:7][CH:8]=2)[N:3]=1. (3) Given the product [CH3:18][C:13]1([CH3:19])[C:14]([CH3:17])([CH3:16])[O:15][B:11]([C:8]2[CH:9]=[CH:10][C:5]([O:4][CH2:3][CH2:2][N:27]3[N:28]=[CH:29][CH:30]=[N:26]3)=[CH:6][CH:7]=2)[O:12]1, predict the reactants needed to synthesize it. The reactants are: Br[CH2:2][CH2:3][O:4][C:5]1[CH:10]=[CH:9][C:8]([B:11]2[O:15][C:14]([CH3:17])([CH3:16])[C:13]([CH3:19])([CH3:18])[O:12]2)=[CH:7][CH:6]=1.C([O-])([O-])=O.[K+].[K+].[N:26]1[NH:27][N:28]=[CH:29][CH:30]=1. (4) The reactants are: [CH3:1][C@@H:2]1[NH:7][CH2:6][CH2:5][N:4]([CH2:8][C:9]2[CH:13]=[C:12]([C:14]3[CH:19]=[CH:18][CH:17]=[CH:16][C:15]=3[F:20])[O:11][N:10]=2)[CH2:3]1.[O:21]1[CH2:23][C@H:22]1[CH2:24][O:25][C:26]1[CH:27]=[CH:28][C:29]2[S:33][C:32]([CH3:34])=[N:31][C:30]=2[CH:35]=1. Given the product [F:20][C:15]1[CH:16]=[CH:17][CH:18]=[CH:19][C:14]=1[C:12]1[O:11][N:10]=[C:9]([CH2:8][N:4]2[CH2:5][CH2:6][N:7]([CH2:23][C@H:22]([OH:21])[CH2:24][O:25][C:26]3[CH:27]=[CH:28][C:29]4[S:33][C:32]([CH3:34])=[N:31][C:30]=4[CH:35]=3)[C@@H:2]([CH3:1])[CH2:3]2)[CH:13]=1, predict the reactants needed to synthesize it. (5) Given the product [C:28]([O:31][C:32](=[O:33])[N:14]([N:10]1[C:9](=[O:25])[C:8]2[C:13](=[C:4]([Br:3])[CH:5]=[C:6]([CH3:26])[CH:7]=2)[N:12]=[CH:11]1)[C:15]1[CH:20]=[C:19]([Cl:21])[CH:18]=[CH:17][C:16]=1[S:22][CH2:23][CH3:24])([CH3:30])([CH3:29])[CH3:27], predict the reactants needed to synthesize it. The reactants are: [H-].[Na+].[Br:3][C:4]1[CH:5]=[C:6]([CH3:26])[CH:7]=[C:8]2[C:13]=1[N:12]=[CH:11][N:10]([NH:14][C:15]1[CH:20]=[C:19]([Cl:21])[CH:18]=[CH:17][C:16]=1[S:22][CH2:23][CH3:24])[C:9]2=[O:25].[CH3:27][C:28]([O:31][C:32](O[C:32]([O:31][C:28]([CH3:30])([CH3:29])[CH3:27])=[O:33])=[O:33])([CH3:30])[CH3:29].O. (6) The reactants are: [C:1]([S:3][NH-])#[N:2].[C:5]([CH2:13][C:14](=O)[C:15]1[CH:20]=[CH:19][CH:18]=[CH:17][CH:16]=1)(=O)[C:6]1[CH:11]=[CH:10][CH:9]=[CH:8][CH:7]=1.[CH2:22]([N:24](CC)CC)[CH3:23]. Given the product [C:6]1([C:5]2[CH:13]=[C:14]([C:15]3[CH:20]=[CH:19][CH:18]=[CH:17][CH:16]=3)[NH:2][C:1](=[S:3])[C:23]=2[C:22]#[N:24])[CH:11]=[CH:10][CH:9]=[CH:8][CH:7]=1, predict the reactants needed to synthesize it.